This data is from Catalyst prediction with 721,799 reactions and 888 catalyst types from USPTO. The task is: Predict which catalyst facilitates the given reaction. (1) Reactant: [CH:1]([C:3]1[CH:17]=[CH:16][C:6]([O:7][C:8]2[CH:9]=[C:10]([CH:13]=[CH:14][CH:15]=2)[C:11]#[N:12])=[CH:5][CH:4]=1)=[O:2].[BH4-].[Na+]. Product: [OH:2][CH2:1][C:3]1[CH:17]=[CH:16][C:6]([O:7][C:8]2[CH:9]=[C:10]([CH:13]=[CH:14][CH:15]=2)[C:11]#[N:12])=[CH:5][CH:4]=1. The catalyst class is: 125. (2) Reactant: [F:1][C:2]1[CH:7]=[C:6]([F:8])[CH:5]=[CH:4][C:3]=1[S:9]([NH:12][C:13]1[C:14]([O:29][CH3:30])=[N:15][CH:16]=[C:17]([C:19]2[CH:20]=[CH:21][C:22]3[N:23]([C:25](I)=[CH:26][N:27]=3)[CH:24]=2)[CH:18]=1)(=[O:11])=[O:10].CCN(CC)CC.[CH3:38][CH:39]([OH:42])[C:40]#[CH:41]. Product: [F:1][C:2]1[CH:7]=[C:6]([F:8])[CH:5]=[CH:4][C:3]=1[S:9]([NH:12][C:13]1[C:14]([O:29][CH3:30])=[N:15][CH:16]=[C:17]([C:19]2[CH:20]=[CH:21][C:22]3[N:23]([C:25]([C:41]#[C:40][CH:39]([OH:42])[CH3:38])=[CH:26][N:27]=3)[CH:24]=2)[CH:18]=1)(=[O:11])=[O:10]. The catalyst class is: 538. (3) Reactant: Br[CH2:2][CH2:3][CH2:4][CH2:5][CH2:6][C:7]([NH:9][C:10]1[C:11]([S:20][CH2:21][CH3:22])=[N:12][C:13]([CH3:19])=[CH:14][C:15]=1[S:16][CH2:17][CH3:18])=[O:8].[SH:23][C:24]1[O:25][C:26]2[CH:32]=[CH:31][CH:30]=[CH:29][C:27]=2[N:28]=1.C(=O)([O-])[O-].[K+].[K+].C1OCCOCCOCCOCCOCCOC1. Product: [O:25]1[C:26]2[CH:32]=[CH:31][CH:30]=[CH:29][C:27]=2[N:28]=[C:24]1[S:23][CH2:2][CH2:3][CH2:4][CH2:5][CH2:6][C:7]([NH:9][C:10]1[C:11]([S:20][CH2:21][CH3:22])=[N:12][C:13]([CH3:19])=[CH:14][C:15]=1[S:16][CH2:17][CH3:18])=[O:8]. The catalyst class is: 3. (4) Reactant: BrC1C=CC([C@@H]([N:10]2[CH2:15][CH2:14][C@:13]([CH2:22][C:23](=[O:25])[CH3:24])([C:16]3[CH:21]=[CH:20][CH:19]=[CH:18][CH:17]=3)[O:12][C:11]2=[O:26])C)=CC=1.[CH3:27][Mg]Br. Product: [OH:25][C:23]([CH3:24])([CH3:27])[CH2:22][C:13]1([C:16]2[CH:17]=[CH:18][CH:19]=[CH:20][CH:21]=2)[O:12][C:11](=[O:26])[NH:10][CH2:15][CH2:14]1. The catalyst class is: 1. (5) Reactant: [CH2:1]([C:6]1[CH:11]=[CH:10][N:9]=[C:8](C(O)=O)[CH:7]=1)[CH2:2][CH2:3][CH2:4][CH3:5].C(C1C=CN=CC=1)CCCC.[OH:26]O. Product: [CH2:1]([C:6]1[CH:11]=[CH:10][N+:9]([O-:26])=[CH:8][CH:7]=1)[CH2:2][CH2:3][CH2:4][CH3:5]. The catalyst class is: 699.